Task: Predict which catalyst facilitates the given reaction.. Dataset: Catalyst prediction with 721,799 reactions and 888 catalyst types from USPTO (1) Reactant: [F:1][C:2]1[CH:7]=[CH:6][C:5]([S:8]([NH:11][C@H:12]([CH2:17][C:18](OC)=[O:19])[C:13](OC)=[O:14])(=[O:10])=[O:9])=[CH:4][CH:3]=1.[BH4-].[Na+]. Product: [F:1][C:2]1[CH:3]=[CH:4][C:5]([S:8]([NH:11][C@@H:12]([CH2:13][OH:14])[CH2:17][CH2:18][OH:19])(=[O:10])=[O:9])=[CH:6][CH:7]=1. The catalyst class is: 14. (2) Reactant: Br[CH2:2][C:3]1[CH:4]=[C:5]([O:10][CH3:11])[CH:6]=[C:7]([CH3:9])[CH:8]=1.[C-]#N.[Na+].[C-]#N.C[C:18]#[N:19]. Product: [CH3:11][O:10][C:5]1[CH:4]=[C:3]([CH2:2][C:18]#[N:19])[CH:8]=[C:7]([CH3:9])[CH:6]=1. The catalyst class is: 16. (3) The catalyst class is: 554. Reactant: [CH2:1]([O:8][C:9]1[CH:14]=[CH:13][N:12]([CH2:15][CH2:16][C:17]2[CH:27]=[CH:26][C:20]3[CH2:21][CH2:22][NH:23][CH2:24][CH2:25][C:19]=3[CH:18]=2)[C:11](=[O:28])[CH:10]=1)[C:2]1[CH:7]=[CH:6][CH:5]=[CH:4][CH:3]=1.C=O.[C:31](O)(=O)C.C(O[BH-](OC(=O)C)OC(=O)C)(=O)C.[Na+]. Product: [CH2:1]([O:8][C:9]1[CH:14]=[CH:13][N:12]([CH2:15][CH2:16][C:17]2[CH:27]=[CH:26][C:20]3[CH2:21][CH2:22][N:23]([CH3:31])[CH2:24][CH2:25][C:19]=3[CH:18]=2)[C:11](=[O:28])[CH:10]=1)[C:2]1[CH:3]=[CH:4][CH:5]=[CH:6][CH:7]=1. (4) Reactant: Cl.[CH2:2]([O:9][C:10](=[O:16])[C@@H:11]1[CH2:15][CH2:14][CH2:13][NH:12]1)[C:3]1[CH:8]=[CH:7][CH:6]=[CH:5][CH:4]=1.C([O-])([O-])=O.[K+].[K+]. Product: [CH2:2]([O:9][C:10]([CH:11]1[CH2:15][CH2:14][CH2:13][NH:12]1)=[O:16])[C:3]1[CH:4]=[CH:5][CH:6]=[CH:7][CH:8]=1. The catalyst class is: 31. (5) Reactant: [CH3:1][C:2]1[C:7]([N+:8]([O-])=O)=[CH:6][CH:5]=[CH:4][C:3]=1[O:11][CH3:12]. Product: [CH3:1][C:2]1[C:3]([O:11][CH3:12])=[CH:4][CH:5]=[CH:6][C:7]=1[NH2:8]. The catalyst class is: 29. (6) Reactant: N(C(OC(C)C)=O)=NC(OC(C)C)=O.C1(P(C2C=CC=CC=2)C2C=CC=CC=2)C=CC=CC=1.[C:34]([OH:42])(=[S:41])[C:35]1[CH:40]=[CH:39][CH:38]=[CH:37][CH:36]=1.[F:43][C:44]([F:53])([C:49]([F:52])([F:51])[F:50])[CH2:45][CH2:46][CH2:47]O. Product: [F:43][C:44]([F:53])([C:49]([F:52])([F:51])[F:50])[CH2:45][CH2:46][CH2:47][S:41][C:34](=[O:42])[C:35]1[CH:40]=[CH:39][CH:38]=[CH:37][CH:36]=1. The catalyst class is: 1. (7) Reactant: [CH2:1]([O:3][C:4]1[CH:9]=[CH:8][C:7]([F:10])=[C:6]([F:11])[CH:5]=1)[CH3:2].C(NC(C)C)(C)C.[Li].CN(C)[CH:22]=[O:23].C(O)(=O)C. Product: [CH2:1]([O:3][C:4]1[C:5]([CH:22]=[O:23])=[C:6]([F:11])[C:7]([F:10])=[CH:8][CH:9]=1)[CH3:2]. The catalyst class is: 7. (8) Reactant: [Cl:1][C:2]1[CH:7]=[CH:6][C:5]([C@H:8]([NH:11][S@@:12]([C:14]([CH3:17])([CH3:16])[CH3:15])=[O:13])[CH2:9][CH3:10])=[C:4]([F:18])[C:3]=1[O:19][C:20]1[CH:25]=[CH:24][C:23]([CH:26]=[O:27])=[CH:22][CH:21]=1.C1(C)C=CC(S([CH2:37][N+:38]#[C-:39])(=O)=O)=CC=1.C(=O)([O-])[O-].[K+].[K+]. Product: [Cl:1][C:2]1[CH:7]=[CH:6][C:5]([C@H:8]([NH:11][S:12]([C:14]([CH3:17])([CH3:15])[CH3:16])=[O:13])[CH2:9][CH3:10])=[C:4]([F:18])[C:3]=1[O:19][C:20]1[CH:25]=[CH:24][C:23]([C:26]2[O:27][CH:39]=[N:38][CH:37]=2)=[CH:22][CH:21]=1. The catalyst class is: 5.